From a dataset of Retrosynthesis with 50K atom-mapped reactions and 10 reaction types from USPTO. Predict the reactants needed to synthesize the given product. (1) Given the product c1ccc(-c2nnc(Nc3ccc(Oc4ccnc5cc(N6CCOCC6)ccc45)cc3)c3ccccc23)cc1, predict the reactants needed to synthesize it. The reactants are: Brc1ccc2c(Oc3ccc(Nc4nnc(-c5ccccc5)c5ccccc45)cc3)ccnc2c1.C1COCCN1. (2) Given the product COC(=O)c1cc(F)cc(CBr)c1, predict the reactants needed to synthesize it. The reactants are: COC(=O)c1cc(C)cc(F)c1.O=C1CCC(=O)N1Br. (3) The reactants are: CC(C)(C)OC(=O)OC(=O)OC(C)(C)C.Clc1ncnc2[nH]ccc12. Given the product CC(C)(C)OC(=O)n1ccc2c(Cl)ncnc21, predict the reactants needed to synthesize it. (4) Given the product N#Cc1cc(N)c(N)cc1F, predict the reactants needed to synthesize it. The reactants are: N#Cc1cc([N+](=O)[O-])c(N)cc1F. (5) Given the product COc1cc(Cl)c(C#N)cc1Cl, predict the reactants needed to synthesize it. The reactants are: CI.N#Cc1cc(Cl)c(O)cc1Cl. (6) Given the product Nc1cc(NN2CCOCC2)ccc1[N+](=O)[O-], predict the reactants needed to synthesize it. The reactants are: NN1CCOCC1.Nc1cc(Cl)ccc1[N+](=O)[O-]. (7) Given the product CNc1ncnc2ccc(C=C3SC(=O)NC3=O)cc12, predict the reactants needed to synthesize it. The reactants are: CNc1ncnc2ccc(C=O)cc12.O=C1CSC(=O)N1. (8) Given the product C[C@H]1CN(C2(C)CCN(C(=O)OC(C)(C)C)CC2)CCN1C1CC(O)c2cc(C(F)(F)F)ccc21, predict the reactants needed to synthesize it. The reactants are: CC1CN(C2(C)CCN(C(=O)OC(C)(C)C)CC2)CCN1C1CC(=O)c2cc(C(F)(F)F)ccc21.